Predict the reactants needed to synthesize the given product. From a dataset of Full USPTO retrosynthesis dataset with 1.9M reactions from patents (1976-2016). (1) Given the product [CH3:28][N:26]1[CH:27]=[C:23]([C:20]2[CH:21]=[CH:22][C:17]3[N:14]([C:12]([CH2:11][C:7]4[CH:6]=[C:5]5[C:10](=[CH:9][CH:8]=4)[N:1]=[CH:2][N:3]=[CH:4]5)=[N:19][N:18]=3)[N:15]=2)[CH:24]=[N:25]1, predict the reactants needed to synthesize it. The reactants are: [N:1]1[C:10]2[C:5](=[CH:6][C:7]([CH2:11][C:12]([NH:14][NH2:15])=O)=[CH:8][CH:9]=2)[CH:4]=[N:3][CH:2]=1.Cl[C:17]1[N:18]=[N:19][C:20]([C:23]2[CH:24]=[N:25][N:26]([CH3:28])[CH:27]=2)=[CH:21][CH:22]=1. (2) Given the product [CH3:3][C:4]1[C:13]2[C:8](=[CH:9][C:10]([C:14]([F:16])([F:17])[F:15])=[CH:11][CH:12]=2)[NH:7][C:6](=[O:18])[C:5]=1[C:19]([OH:21])=[O:20], predict the reactants needed to synthesize it. The reactants are: [Li+].[OH-].[CH3:3][C:4]1[C:13]2[C:8](=[CH:9][C:10]([C:14]([F:17])([F:16])[F:15])=[CH:11][CH:12]=2)[NH:7][C:6](=[O:18])[C:5]=1[C:19]([O:21]CC)=[O:20]. (3) Given the product [Cl:20][C:21]1[CH:27]=[C:26]([S:28]([C:31]([F:32])([F:33])[F:34])(=[O:30])=[O:29])[CH:25]=[CH:24][C:22]=1[NH:23][C:16]([C:11]1[C:10]([CH3:19])=[C:9]([C:6]2[CH:5]=[CH:4][C:3]([C:1]#[N:2])=[CH:8][CH:7]=2)[CH:14]=[CH:13][C:12]=1[OH:15])=[O:18], predict the reactants needed to synthesize it. The reactants are: [C:1]([C:3]1[CH:8]=[CH:7][C:6]([C:9]2[CH:14]=[CH:13][C:12]([OH:15])=[C:11]([C:16]([OH:18])=O)[C:10]=2[CH3:19])=[CH:5][CH:4]=1)#[N:2].[Cl:20][C:21]1[CH:27]=[C:26]([S:28]([C:31]([F:34])([F:33])[F:32])(=[O:30])=[O:29])[CH:25]=[CH:24][C:22]=1[NH2:23]. (4) Given the product [CH:106]([O:109][C:110](=[O:148])[C@H:111]([CH2:123][C:124]1[CH:125]=[CH:126][C:127]([N:130]2[C:139](=[O:140])[C:138]3[C:133](=[CH:134][CH:135]=[C:136]([CH2:141][NH:142][CH3:143])[CH:137]=3)[N:132]([CH3:146])[C:131]2=[O:147])=[CH:128][CH:129]=1)[NH:112][C:113](=[O:122])[C:114]1[C:119]([Cl:120])=[CH:118][CH:117]=[CH:116][C:115]=1[Cl:121])([CH3:108])[CH3:107].[ClH:21], predict the reactants needed to synthesize it. The reactants are: C(=O)([O-])[O-].[K+].[K+].C(OC(=O)[C@H](CC1C=CC(N(N)C(=O)C2C=C(CN(C=O)C)C=CC=2C(OCC)=O)=CC=1)NC(=O)C1C([Cl:21])=CC=CC=1Cl)(C)C.C(OC(=O)[C@H](CC1C=CC(N2C(=O)C3C(=CC=C(CN(C=O)C)C=3)NC2=O)=CC=1)NC(=O)C1C(Cl)=CC=CC=1Cl)(C)C.C1(C)C=CC(S(OC)(=O)=O)=CC=1.[CH:106]([O:109][C:110](=[O:148])[C@H:111]([CH2:123][C:124]1[CH:129]=[CH:128][C:127]([N:130]2[C:139](=[O:140])[C:138]3[C:133](=[CH:134][CH:135]=[C:136]([CH2:141][N:142](C=O)[CH3:143])[CH:137]=3)[N:132]([CH3:146])[C:131]2=[O:147])=[CH:126][CH:125]=1)[NH:112][C:113](=[O:122])[C:114]1[C:119]([Cl:120])=[CH:118][CH:117]=[CH:116][C:115]=1[Cl:121])([CH3:108])[CH3:107].Cl. (5) Given the product [CH3:18][O:19][C:20]1[CH:21]=[C:22]([C:2]2[CH:7]=[N:6][C:5]3=[C:8]([N:11]4[CH2:16][CH2:15][CH2:14][CH:13]([OH:17])[CH2:12]4)[S:9][N:10]=[C:4]3[CH:3]=2)[CH:23]=[CH:24][C:25]=1[O:26][CH3:27], predict the reactants needed to synthesize it. The reactants are: Br[C:2]1[CH:7]=[N:6][C:5]2=[C:8]([N:11]3[CH2:16][CH2:15][CH2:14][CH:13]([OH:17])[CH2:12]3)[S:9][N:10]=[C:4]2[CH:3]=1.[CH3:18][O:19][C:20]1[CH:21]=[C:22](B(O)O)[CH:23]=[CH:24][C:25]=1[O:26][CH3:27].C([O-])([O-])=O.[K+].[K+]. (6) Given the product [NH2:24][C@@H:25]([CH2:29][CH2:30][CH2:31][CH2:32][N:33]([CH2:41][C:42]1[N:43]([CH3:47])[CH:44]=[CH:45][N:46]=1)[CH2:34][C:35]1[N:36]([CH3:40])[CH:37]=[CH:38][N:39]=1)[C:26]([OH:28])=[O:27], predict the reactants needed to synthesize it. The reactants are: N1CCCCC1.C1C2C(COC([NH:24][C@@H:25]([CH2:29][CH2:30][CH2:31][CH2:32][N:33]([CH2:41][C:42]3[N:43]([CH3:47])[CH:44]=[CH:45][N:46]=3)[CH2:34][C:35]3[N:36]([CH3:40])[CH:37]=[CH:38][N:39]=3)[C:26]([OH:28])=[O:27])=O)C3C(=CC=CC=3)C=2C=CC=1.